From a dataset of Forward reaction prediction with 1.9M reactions from USPTO patents (1976-2016). Predict the product of the given reaction. The product is: [Cl:20][CH2:18][CH2:19][N:1]1[C:11]2=[C:12]3[C:7](=[CH:8][CH:9]=[CH:10]2)[CH2:6][CH2:5][CH2:4][N:3]3[S:2]1(=[O:13])=[O:14]. Given the reactants [NH:1]1[C:11]2=[C:12]3[C:7](=[CH:8][CH:9]=[CH:10]2)[CH2:6][CH2:5][CH2:4][N:3]3[S:2]1(=[O:14])=[O:13].[H-].[Na+].Br[CH:18]([Cl:20])[CH3:19], predict the reaction product.